This data is from Reaction yield outcomes from USPTO patents with 853,638 reactions. The task is: Predict the reaction yield, written as a fraction of the theoretical maximum amount of product (1.0 means a 100% yield; for example, 0.34 means a 34% yield). The reactants are [Br:1]Br.[CH3:3][NH:4][S:5]([C:8]1[S:9][CH:10]=[CH:11][CH:12]=1)(=[O:7])=[O:6].O. The catalyst is C(Cl)(Cl)Cl. The product is [Br:1][C:10]1[S:9][C:8]([S:5]([NH:4][CH3:3])(=[O:7])=[O:6])=[CH:12][CH:11]=1. The yield is 0.190.